From a dataset of Forward reaction prediction with 1.9M reactions from USPTO patents (1976-2016). Predict the product of the given reaction. (1) Given the reactants [C:1]([O:16][CH:17]([CH3:19])[CH3:18])(=[O:15])[CH2:2][CH2:3][CH2:4][CH2:5][CH2:6][CH2:7][CH2:8][CH2:9][CH2:10][CH2:11][CH2:12][CH2:13][CH3:14].O, predict the reaction product. The product is: [OH2:15].[C:1]([O:16][CH:17]([CH3:18])[CH3:19])(=[O:15])[CH2:2][CH2:3][CH2:4][CH2:5][CH2:6][CH2:7][CH2:8][CH2:9][CH2:10][CH2:11][CH2:12][CH2:13][CH3:14]. (2) The product is: [F:1][C:2]1[CH:7]=[CH:6][C:5]([C:8]2[N:23]([CH2:24][CH2:25][C@H:26]3[O:31][C:30]4([CH2:36][CH2:35][CH2:34][CH2:33][CH2:32]4)[O:29][C@@H:28]([CH2:37][C:38]([O:40][CH2:41][C:42]4[CH:43]=[CH:44][CH:45]=[CH:46][CH:47]=4)=[O:39])[CH2:27]3)[C:11]([CH:12]([CH3:14])[CH3:13])=[CH:10][C:9]=2[C:16]2[CH:21]=[CH:20][CH:19]=[CH:18][CH:17]=2)=[CH:4][CH:3]=1. Given the reactants [F:1][C:2]1[CH:7]=[CH:6][C:5]([C:8](=O)[CH:9]([C:16]2[CH:21]=[CH:20][CH:19]=[CH:18][CH:17]=2)[CH2:10][C:11](=O)[CH:12]([CH3:14])[CH3:13])=[CH:4][CH:3]=1.[NH2:23][CH2:24][CH2:25][C@H:26]1[O:31][C:30]2([CH2:36][CH2:35][CH2:34][CH2:33][CH2:32]2)[O:29][C@@H:28]([CH2:37][C:38]([O:40][CH2:41][C:42]2[CH:47]=[CH:46][CH:45]=[CH:44][CH:43]=2)=[O:39])[CH2:27]1, predict the reaction product. (3) The product is: [ClH:24].[C:18]1([N:3]2[CH2:4][CH:5]3[CH2:10][NH:9][CH2:8][CH2:7][N:6]3[C:2]2=[O:1])[CH:23]=[CH:22][CH:21]=[CH:20][CH:19]=1. Given the reactants [O:1]=[C:2]1[N:6]2[CH2:7][CH2:8][N:9](C(OC(C)(C)C)=O)[CH2:10][CH:5]2[CH2:4][N:3]1[C:18]1[CH:23]=[CH:22][CH:21]=[CH:20][CH:19]=1.[ClH:24].CO, predict the reaction product. (4) Given the reactants Cl[C:2]1[C:7]([C:8]([NH:10][C:11]2[CH:16]=[CH:15][C:14]([Cl:17])=[CH:13][CH:12]=2)=[O:9])=[CH:6][CH:5]=[CH:4][N:3]=1.[N:18]1[CH:23]=[CH:22][C:21]([N:24]2[CH2:29][CH2:28][CH:27]([CH2:30][NH2:31])[CH2:26][CH2:25]2)=[CH:20][CH:19]=1, predict the reaction product. The product is: [Cl:17][C:14]1[CH:15]=[CH:16][C:11]([NH:10][C:8]([C:7]2[C:2]([NH:31][CH2:30][CH:27]3[CH2:26][CH2:25][N:24]([C:21]4[CH:22]=[CH:23][N:18]=[CH:19][CH:20]=4)[CH2:29][CH2:28]3)=[N:3][CH:4]=[CH:5][CH:6]=2)=[O:9])=[CH:12][CH:13]=1.